From a dataset of Full USPTO retrosynthesis dataset with 1.9M reactions from patents (1976-2016). Predict the reactants needed to synthesize the given product. (1) Given the product [Br:36][CH2:1][C:2]1[C:7]2[S:8][CH:9]=[CH:10][C:6]=2[CH:5]=[CH:4][CH:3]=1, predict the reactants needed to synthesize it. The reactants are: [CH3:1][C:2]1[C:7]2[S:8][CH:9]=[CH:10][C:6]=2[CH:5]=[CH:4][CH:3]=1.C(OOC(=O)C1C=CC=CC=1)(=O)C1C=CC=CC=1.C1C(=O)N([Br:36])C(=O)C1. (2) Given the product [Br:18][CH2:16][C:15]([C:5]1[CH:6]=[C:7]([S:9]([F:10])([F:11])([F:12])([F:13])[F:14])[CH:8]=[C:3]([O:2][CH3:1])[CH:4]=1)=[O:17], predict the reactants needed to synthesize it. The reactants are: [CH3:1][O:2][C:3]1[CH:4]=[C:5]([C:15](=[O:17])[CH3:16])[CH:6]=[C:7]([S:9]([F:14])([F:13])([F:12])([F:11])[F:10])[CH:8]=1.[Br-:18].[Br-].[Br-].C1([N+](C)(C)C)C=CC=CC=1.C1([N+](C)(C)C)C=CC=CC=1.C1([N+](C)(C)C)C=CC=CC=1.O.C(=O)([O-])O.[Na+].